This data is from Full USPTO retrosynthesis dataset with 1.9M reactions from patents (1976-2016). The task is: Predict the reactants needed to synthesize the given product. The reactants are: Br[CH2:2][CH2:3][O:4][C:5]1[CH:14]=[C:13]2[C:8]([C:9]([NH:15][C:16]3[CH:21]=[CH:20][C:19]([Cl:22])=[CH:18][C:17]=3[F:23])=[N:10][CH:11]=[N:12]2)=[CH:7][C:6]=1[O:24][CH3:25].[CH3:26][N:27]1[CH:31]=[N:30][N:29]=[C:28]1[SH:32].CC(C)([O-])C.[K+]. Given the product [ClH:22].[Cl:22][C:19]1[CH:20]=[CH:21][C:16]([NH:15][C:9]2[C:8]3[C:13](=[CH:14][C:5]([O:4][CH2:3][CH2:2][S:32][C:28]4[N:27]([CH3:26])[CH:31]=[N:30][N:29]=4)=[C:6]([O:24][CH3:25])[CH:7]=3)[N:12]=[CH:11][N:10]=2)=[C:17]([F:23])[CH:18]=1, predict the reactants needed to synthesize it.